Dataset: Reaction yield outcomes from USPTO patents with 853,638 reactions. Task: Predict the reaction yield, written as a fraction of the theoretical maximum amount of product (1.0 means a 100% yield; for example, 0.34 means a 34% yield). (1) The reactants are [F:1][CH2:2][CH2:3][CH2:4][O:5][C:6]1[CH:14]=[C:13]2[C:9]([CH2:10][C:11]3([CH2:20][CH2:19][CH:18]([OH:21])[CH2:17][CH2:16]3)[C:12]2=[O:15])=[CH:8][CH:7]=1.[CH3:22]C(C)([O-])C.[K+].CI.CCOC(C)=O. The yield is 0.300. The catalyst is O1CCCC1.CCCCCCC. The product is [F:1][CH2:2][CH2:3][CH2:4][O:5][C:6]1[CH:14]=[C:13]2[C:9]([CH2:10][C:11]3([CH2:16][CH2:17][CH:18]([O:21][CH3:22])[CH2:19][CH2:20]3)[C:12]2=[O:15])=[CH:8][CH:7]=1. (2) The reactants are [NH2:1][C:2]1[CH:3]=[CH:4][C:5]([CH:11]2[CH2:16][CH2:15][N:14]([C:17]3[N:22]=[C:21]([Cl:23])[N:20]=[C:19]([C:24](O)=[O:25])[CH:18]=3)[CH2:13][CH2:12]2)=[N:6][C:7]=1[C:8](=[O:10])[NH2:9].[NH2:27][C@H:28]([CH3:31])[CH2:29][OH:30].C(P1(=O)OP(CCC)(=O)OP(CCC)(=O)O1)CC. The catalyst is CN(C=O)C. The product is [NH2:1][C:2]1[CH:3]=[CH:4][C:5]([CH:11]2[CH2:16][CH2:15][N:14]([C:17]3[N:22]=[C:21]([Cl:23])[N:20]=[C:19]([C:24]([NH:27][C@H:28]([CH3:31])[CH2:29][OH:30])=[O:25])[CH:18]=3)[CH2:13][CH2:12]2)=[N:6][C:7]=1[C:8](=[O:10])[NH2:9]. The yield is 0.260. (3) The reactants are [OH:1][C:2]1[C:3]([O:13][CH3:14])=[C:4]([NH:8][S:9]([CH3:12])(=[O:11])=[O:10])[CH:5]=[CH:6][CH:7]=1.F[C:16]1[CH:21]=[CH:20][C:19]([F:22])=[CH:18][C:17]=1[N+:23]([O-:25])=[O:24].[NH2:26][C:27]1[CH:46]=[C:45]([F:47])[CH:44]=[CH:43][C:28]=1[O:29][C:30]1[C:31]([O:41][CH3:42])=[C:32]([NH:36][S:37]([CH3:40])(=[O:39])=[O:38])[CH:33]=[CH:34][CH:35]=1.[NH2:48][C:49]1[S:50][CH:51]=[CH:52][N:53]=1. No catalyst specified. The product is [F:22][C:19]1[CH:20]=[CH:21][C:16]([O:1][C:2]2[C:3]([O:13][CH3:14])=[C:4]([NH:8][S:9]([CH3:12])(=[O:11])=[O:10])[CH:5]=[CH:6][CH:7]=2)=[C:17]([N+:23]([O-:25])=[O:24])[CH:18]=1.[F:47][C:45]1[CH:44]=[CH:43][C:28]([O:29][C:30]2[C:31]([O:41][CH3:42])=[C:32]([NH:36][S:37]([CH3:40])(=[O:38])=[O:39])[CH:33]=[CH:34][CH:35]=2)=[C:27]([NH:26][C:2]([NH:48][C:49]2[S:50][CH:51]=[CH:52][N:53]=2)=[O:1])[CH:46]=1. The yield is 0.480. (4) The reactants are [ClH:1].[N+:2]([C:5]1[CH:13]=[CH:12][C:8]([CH2:9][O:10][NH2:11])=[CH:7][CH:6]=1)([O-])=O. The catalyst is [Pt].C(O)C. The product is [ClH:1].[NH2:2][C:5]1[CH:13]=[CH:12][C:8]([CH2:9][O:10][NH2:11])=[CH:7][CH:6]=1. The yield is 0.900. (5) The reactants are C([O:4][CH:5](OC(=O)C)[C:6]1[CH:11]=[CH:10][C:9]([S:12]([N:15]2[CH2:20][CH2:19][O:18][CH2:17][CH2:16]2)(=[O:14])=[O:13])=[CH:8][CH:7]=1)(=O)C.C(=O)([O-])[O-].[K+].[K+]. The catalyst is CO. The product is [O:18]1[CH2:19][CH2:20][N:15]([S:12]([C:9]2[CH:8]=[CH:7][C:6]([CH:5]=[O:4])=[CH:11][CH:10]=2)(=[O:14])=[O:13])[CH2:16][CH2:17]1. The yield is 0.480.